Dataset: Forward reaction prediction with 1.9M reactions from USPTO patents (1976-2016). Task: Predict the product of the given reaction. Given the reactants [NH2:1][C:2]1[CH:3]=[C:4]([C:10]([F:13])([F:12])[F:11])[C:5]([C:8]#[N:9])=[N:6][CH:7]=1.O.[C:15](Cl)(Cl)=[S:16], predict the reaction product. The product is: [N:1]([C:2]1[CH:3]=[C:4]([C:10]([F:13])([F:11])[F:12])[C:5]([C:8]#[N:9])=[N:6][CH:7]=1)=[C:15]=[S:16].